Dataset: Forward reaction prediction with 1.9M reactions from USPTO patents (1976-2016). Task: Predict the product of the given reaction. (1) Given the reactants [C:1]([O:4][CH2:5][CH2:6][O:7][C:8]1[CH:12]=[C:11]([NH:13][S:14]([C:17]2[CH:22]=[CH:21][C:20]([C:23]([CH3:26])([CH3:25])[CH3:24])=[CH:19][CH:18]=2)(=[O:16])=[O:15])[N:10]([CH3:27])[N:9]=1)(=[O:3])[CH3:2].[I:28]N1C(=O)CCC1=O.S(S([O-])=O)([O-])(=O)=O.[Na+].[Na+], predict the reaction product. The product is: [C:1]([O:4][CH2:5][CH2:6][O:7][C:8]1[C:12]([I:28])=[C:11]([NH:13][S:14]([C:17]2[CH:18]=[CH:19][C:20]([C:23]([CH3:26])([CH3:25])[CH3:24])=[CH:21][CH:22]=2)(=[O:15])=[O:16])[N:10]([CH3:27])[N:9]=1)(=[O:3])[CH3:2]. (2) Given the reactants [S:1]1[C:5]2[CH:6]=[C:7]([N:10]3[CH2:14][CH2:13][NH:12][C:11]3=[O:15])[CH:8]=[CH:9][C:4]=2[N:3]=[CH:2]1.Br[C:17]1[CH:18]=[N:19][CH:20]=[CH:21][C:22]=1[Cl:23].N[C@@H]1CCCC[C@H]1N.P([O-])([O-])([O-])=O.[K+].[K+].[K+], predict the reaction product. The product is: [S:1]1[C:5]2[CH:6]=[C:7]([N:10]3[CH2:14][CH2:13][N:12]([C:17]4[CH:18]=[N:19][CH:20]=[CH:21][C:22]=4[Cl:23])[C:11]3=[O:15])[CH:8]=[CH:9][C:4]=2[N:3]=[CH:2]1. (3) Given the reactants [OH-].[Na+].[CH3:3][O:4][C:5]1[CH:6]=[C:7]([CH:12]=[C:13]([N+:15]([O-:17])=[O:16])[CH:14]=1)[C:8]([O:10]C)=[O:9].Cl, predict the reaction product. The product is: [CH3:3][O:4][C:5]1[CH:6]=[C:7]([CH:12]=[C:13]([N+:15]([O-:17])=[O:16])[CH:14]=1)[C:8]([OH:10])=[O:9]. (4) Given the reactants [CH2:1]([O:8][C:9](=[O:33])[NH:10][CH:11]1[C:17](=[O:18])[NH:16][C:15]2[CH:19]=[CH:20][C:21]([N:23]3[CH2:27][CH:26]([CH2:28][N:29]=[N+]=[N-])[O:25][C:24]3=[O:32])=[CH:22][C:14]=2[CH2:13][CH2:12]1)[C:2]1[CH:7]=[CH:6][CH:5]=[CH:4][CH:3]=1.[C:34]([OH:37])(=S)[CH3:35], predict the reaction product. The product is: [CH2:1]([O:8][C:9](=[O:33])[NH:10][C@@H:11]1[C:17](=[O:18])[NH:16][C:15]2[CH:19]=[CH:20][C:21]([N:23]3[CH2:27][CH:26]([CH2:28][NH:29][C:34](=[O:37])[CH3:35])[O:25][C:24]3=[O:32])=[CH:22][C:14]=2[CH2:13][CH2:12]1)[C:2]1[CH:7]=[CH:6][CH:5]=[CH:4][CH:3]=1.